Predict the reactants needed to synthesize the given product. From a dataset of Full USPTO retrosynthesis dataset with 1.9M reactions from patents (1976-2016). (1) Given the product [C:1]([O:5][C:6](=[O:24])[NH:7][C@H:8]([CH2:14][C:15]1[CH:20]=[C:19]([F:21])[C:18]([F:22])=[CH:17][C:16]=1[F:23])[CH2:9][C:10]1[N:31]2[C:26]([C:27]3[N:28]([N:32]=[C:33]([C:35]([F:38])([F:36])[F:37])[CH:34]=3)[CH:29]=[CH:30]2)=[N:13][N:12]=1)([CH3:4])([CH3:3])[CH3:2], predict the reactants needed to synthesize it. The reactants are: [C:1]([O:5][C:6](=[O:24])[NH:7][C@H:8]([CH2:14][C:15]1[CH:20]=[C:19]([F:21])[C:18]([F:22])=[CH:17][C:16]=1[F:23])[CH2:9][C:10]([NH:12][NH2:13])=O)([CH3:4])([CH3:3])[CH3:2].Cl[C:26]1[C:27]2[N:28]([N:32]=[C:33]([C:35]([F:38])([F:37])[F:36])[CH:34]=2)[CH:29]=[CH:30][N:31]=1. (2) Given the product [NH2:16][C:17]1[O:18][CH2:19][C@:20]2([N:37]=1)[C:33]1[CH:32]=[C:31]([OH:34])[C:30]([F:35])=[CH:29][C:28]=1[O:27][C:26]1[C:21]2=[CH:22][C:23]([C:4]2[CH2:3][CH2:2][O:1][CH2:6][CH:5]=2)=[CH:24][CH:25]=1, predict the reactants needed to synthesize it. The reactants are: [O:1]1[CH2:6][CH:5]=[C:4](B2OC(C)(C)C(C)(C)O2)[CH2:3][CH2:2]1.[NH2:16][C:17]1[O:18][CH2:19][C@:20]2([N:37]=1)[C:33]1[CH:32]=[C:31]([OH:34])[C:30]([F:35])=[CH:29][C:28]=1[O:27][C:26]1[C:21]2=[CH:22][C:23](Br)=[CH:24][CH:25]=1.P([O-])([O-])([O-])=O.[K+].[K+].[K+]. (3) The reactants are: [C:1]([O:5][C:6]([N:8]1[C@H:13]([CH3:14])[CH2:12][CH2:11][C@@H:10]([C:15]([OH:17])=O)[CH2:9]1)=[O:7])([CH3:4])([CH3:3])[CH3:2].S(Cl)(Cl)=O.Cl.[NH2:23][CH:24]([C:29](=[O:31])[CH3:30])[C:25]([O:27][CH3:28])=[O:26].CCN(C(C)C)C(C)C. Given the product [CH3:28][O:27][C:25](=[O:26])[CH:24]([NH:23][C:15]([C@H:10]1[CH2:9][N:8]([C:6]([O:5][C:1]([CH3:2])([CH3:3])[CH3:4])=[O:7])[C@H:13]([CH3:14])[CH2:12][CH2:11]1)=[O:17])[C:29](=[O:31])[CH3:30], predict the reactants needed to synthesize it. (4) Given the product [Br:9][C:6]1[C:5](=[O:7])[O:4][C:3](=[O:8])[C:2]=1[CH3:1], predict the reactants needed to synthesize it. The reactants are: [CH3:1][C:2]1[C:3](=[O:8])[O:4][C:5](=[O:7])[CH:6]=1.[Br:9]Br. (5) Given the product [C:1]([N:4]1[CH2:9][CH2:8][C:7]2[N:20]=[C:19]([C:16]3[CH:17]=[CH:18][C:13]([OH:12])=[CH:14][CH:15]=3)[S:21][C:6]=2[CH2:5]1)(=[O:3])[CH3:2], predict the reactants needed to synthesize it. The reactants are: [C:1]([N:4]1[CH2:9][CH2:8][C:7](=O)[CH:6](Br)[CH2:5]1)(=[O:3])[CH3:2].[OH:12][C:13]1[CH:18]=[CH:17][C:16]([C:19](=[S:21])[NH2:20])=[CH:15][CH:14]=1.